This data is from Forward reaction prediction with 1.9M reactions from USPTO patents (1976-2016). The task is: Predict the product of the given reaction. Given the reactants [N+:1]([C:4]1[CH:24]=[CH:23][C:7]([O:8][C:9]2[CH:14]=[CH:13][N:12]=[C:11]([NH:15][C:16]([N:18]3[CH2:22][CH2:21][CH2:20][CH2:19]3)=[O:17])[CH:10]=2)=[CH:6][CH:5]=1)([O-])=O.[H][H].CCCCCC, predict the reaction product. The product is: [NH2:1][C:4]1[CH:24]=[CH:23][C:7]([O:8][C:9]2[CH:14]=[CH:13][N:12]=[C:11]([NH:15][C:16]([N:18]3[CH2:22][CH2:21][CH2:20][CH2:19]3)=[O:17])[CH:10]=2)=[CH:6][CH:5]=1.